This data is from Peptide-MHC class I binding affinity with 185,985 pairs from IEDB/IMGT. The task is: Regression. Given a peptide amino acid sequence and an MHC pseudo amino acid sequence, predict their binding affinity value. This is MHC class I binding data. (1) The peptide sequence is IMYDIINSV. The MHC is HLA-B07:02 with pseudo-sequence HLA-B07:02. The binding affinity (normalized) is 0. (2) The peptide sequence is DPNPQEVVL. The MHC is HLA-B07:02 with pseudo-sequence HLA-B07:02. The binding affinity (normalized) is 0. (3) The peptide sequence is TMHQDVATF. The MHC is HLA-A26:01 with pseudo-sequence HLA-A26:01. The binding affinity (normalized) is 0.213. (4) The peptide sequence is AYIDNYNKF. The MHC is HLA-A23:01 with pseudo-sequence HLA-A23:01. The binding affinity (normalized) is 0.891. (5) The peptide sequence is MTRRRVLSV. The MHC is HLA-A03:01 with pseudo-sequence HLA-A03:01. The binding affinity (normalized) is 0.213. (6) The peptide sequence is KKPRNFPMAQ. The MHC is Mamu-A2201 with pseudo-sequence Mamu-A2201. The binding affinity (normalized) is 0. (7) The peptide sequence is MMFDAMGAL. The MHC is HLA-A02:02 with pseudo-sequence HLA-A02:02. The binding affinity (normalized) is 0.998. (8) The peptide sequence is TALAKCNLDH. The MHC is HLA-A03:01 with pseudo-sequence HLA-A03:01. The binding affinity (normalized) is 0. (9) The peptide sequence is VTGLFKDCSK. The MHC is HLA-A31:01 with pseudo-sequence HLA-A31:01. The binding affinity (normalized) is 0.211. (10) The peptide sequence is SHEGEGIPL. The MHC is HLA-A68:02 with pseudo-sequence HLA-A68:02. The binding affinity (normalized) is 0.0847.